From a dataset of Human Reference Interactome with 51,813 positive PPI pairs across 8,248 proteins, plus equal number of experimentally-validated negative pairs. Binary Classification. Given two protein amino acid sequences, predict whether they physically interact or not. (1) Protein 1 (ENSG00000146966) has sequence MDMFSLDMIISDPAAEASRAGKKQLRGVQNPCPSARARPRHKSLNIKDKISEWEGKKEVPTPAPSRRADGQEDYLPSSTVERRSSDGVRTQVTEAKNGMRPGTESTEKERNKGAVNVGGQDPEPGQDLSQPEREVDPSWGRGREPRLGKLRFQNDPLSVLKQVKKLEQALKDGSAGLDPQLPGTCYSPHCPPDKAEAGSTLPENLGGGSGSEVSQRVHPSDLEGREPTPELVEDRKGSCRRPWDRSLENVYRGSEGSPTKPFINPLPKPRRTFKHAGEGDKDGKPGIGFRKEKRNLPPLP.... Protein 2 (ENSG00000174417) has sequence MENETVSELNQTQLQPRAVVALEYQVVTILLVLIICGLGIVGNIMVVLVVMRTKHMRTPTNCYLVSLAVADLMVLVAAGLPNITDSIYGSWVYGYVGCLCITYLQYLGINASSCSITAFTIERYIAICHPIKAQFLCTFSRAKKIIIFVWAFTSLYCMLWFFLLDLNISTYKDAIVISCGYKISRNYYSPIYLMDFGVFYVVPMILATVLYGFIARILFLNPIPSDPKENSKTWKNDSTHQNTNLNVNTSNRCFNSTVSSRKQVTKMLAVVVILFALLWMPYRTLVVVNSFLSSPFQENW.... Result: 0 (the proteins do not interact). (2) Protein 1 (ENSG00000284733) has sequence MDGENHSVVSEFLFLGLTHSWEIQLLLLVFSSVLYVASITGNILIVFSVTTDPHLHSPMYFLLASLSFIDLGACSVTSPKMIYDLFRKRKVISFGGCIAQIFFIHVVGGVEMVLLIAMAFDRYVALCKPLHYLTIMSPRMCLSFLAVAWTLGVSHSLFQLAFLVNLAFCGPNVLDSFYCDLPRLLRLACTDTYRLQFMVTVNSGFICVGTFFILLISYVFILFTVWKHSSGGSSKALSTLSAHSTVVLLFFGPPMFVYTRPHPNSQMDKFLAIFDAVLTPFLNPVVYTFRNKEMKAAIKR.... Protein 2 (ENSG00000189007) has sequence MEAKAAPKPAASGACSVSAEETEKWMEEAMHMAKEALENTEVPVGCLMVYNNEVVGKGRNEVNQTKNATRHAEMVAIDQVLDWCRQSGKSPSEVFEHTVLYVTVEPCIMCAAALRLMKIPLVVYGCQNERFGGCGSVLNIASADLPNTGRPFQCIPGYRAEEAVEMLKTFYKQENPNAPKSKVRKKECQKS*MVYNNEVVGKGRNEVNQTKNATRHAEMVAIDQVLDWCRQSGKSPSEVFEHTVLYVTVEPCIMCAAALRLMKIPLVVYGCQNERFGGCGSVLNIASADLPNTGRPFQCI.... Result: 0 (the proteins do not interact). (3) Protein 1 (ENSG00000090520) has sequence MAPQNLSTFCLLLLYLIGAVIAGRDFYKILGVPRSASIKDIKKAYRKLALQLHPDRNPDDPQAQEKFQDLGAAYEVLSDSEKRKQYDTYGEEGLKDGHQSSHGDIFSHFFGDFGFMFGGTPRQQDRNIPRGSDIIVDLEVTLEEVYAGNFVEVVRNKPVARQAPGKRKCNCRQEMRTTQLGPGRFQMTQEVVCDECPNVKLVNEERTLEVEIEPGVRDGMEYPFIGEGEPHVDGEPGDLRFRIKVVKHPIFERRGDDLYTNVTISLVESLVGFEMDITHLDGHKVHISRDKITRPGAKLW.... Protein 2 (ENSG00000141293) has sequence MQAAALPEEIRWLLEDAEEFLAEGLRNENLSAVARDHRDHILRGFQQIKARYYWDFQPQGGDIGQDSSDDNHSGTLGLSLTSDAPFLSDYQDEGMEDIVKGAQELDNVIKQGYLEKKSKDHSFFGSEWQKRWCVVSRGLFYYYANEKSKQPKGTFLIKGYGVRMAPHLRRDSKKESCFELTSQDRRSYEFTATSPAEARDWVDQISFLLKDLSSLTIPYEEDEEEEEKEETYDDIDGFDSPSCGSQCRPTILPGSVGIKEPTEEKEEEDIYEVLPDEEHDLEEDESGTRRKGVDYASYYQ.... Result: 0 (the proteins do not interact). (4) Protein 1 (ENSG00000244687) has sequence MAATTGSGVKVPRNFRLLEELEEGQKGVGDGTVSWGLEDDEDMTLTRWTGMIIGPPRVDPRAISVLAKWQNSYSIKVVLQELRRLMMSKENMKLPQPPEGQCYSN*MAATTGSGVKVPRNFRLLEELEEGQKGVGDGTVSWGLEDDEDMTLTRWTGMIIGPPRTIYENRIYSLKIECGPKYPEAPPFVRFVTKINMNGVNSSNGVVDPRAISVLAKWQNSYSIKVVLQELRRLMMSKENMKLPQPPEGQCYSN*MPGEVQASYLKSQSKLSDEGRLEPRKFHCKGVKVPRNFRLLEELEE.... Protein 2 (ENSG00000166405) has sequence MAYSTVQRVALASGLVLALSLLLPKAFLSRGKRQEPPPTPEGYPEETYPIYDLSDCIKRRQETILVDYPDPKELSAEEIAERMGMIEEEESDHLGWESLPTDPRAQEDNSVTSCDPKPETCSCCFHEDEDPAVLAENAGFSADSYPEQEETTKEEWSQDFKDEGLGISTDKAYTGSMLRKRNPQGLE*MAYSTVQRVALASGLVLALSLLLPKAFLSRGKRQEPPPTPEGKLGRFPPMMHHHQAPSDGQTPGARFQRSHLAEAFAKAKGSGGGAGGGGSGRGLMGQIIPIYGFGIFLYIL.... Result: 0 (the proteins do not interact). (5) Protein 1 (ENSG00000205356) has sequence MPNSVLWAVDLFGRVYTLSTAGQYWEMCKDSQLEFKRVSATTQCCWGIACDNQVYVYVCASDVPIRRREEAYENQAWVQGRLCVPGPQRWNPMGGFCEKMPNSVLWAVDLFGRVYTLSTAGQYWEMCKDSQLEFKRVSATTQCCWGIACDNQVYVYVCASDVPIRRREEAYENQRWNPMGGFCEKLLLSDRWGWSDVSGLMPNSVLWAVDLFGRVYTLSTAGQYWEMCKDSQLEFKRVSATTQCCWGIACDNQVYVYVCASDVPIRRREEAYENQAWVQGRLCVPGPQRWNPMGGFMPNS.... Protein 2 (ENSG00000235961) has sequence MAVTMLQDWCRWMGVNARRGLLILGIPEDCDDAEFQESLEAALRPMGHFTVLGKAFREEDNATAALVELDREVNYALVPREIPGTGGPWNVVFVPRCSGEEFLGLGRVFHFPEQEGQMVESVAGALGVGLRRVCWLRSIGQAVQPWVEAVRCQSLGVFSGRDQPAPGEESFEVWLDHTTEMLHVWQGVSERERRRRLLEGLRGTALQLVHALLAENPARTAQDCLAALAQVFGDNESQATIRVKCLTAQQQSGERLSAFVLRLEVLLQKAMEKEALARASADRVRLRQMLTRAHLTEPLD.... Result: 0 (the proteins do not interact).